From a dataset of Reaction yield outcomes from USPTO patents with 853,638 reactions. Predict the reaction yield, written as a fraction of the theoretical maximum amount of product (1.0 means a 100% yield; for example, 0.34 means a 34% yield). (1) The reactants are [OH-].[K+].C([O:6][CH2:7][C@@H:8]([O:47]C(=O)C)[CH2:9][N:10](C(=O)C)[C:11]1[CH:16]=[CH:15][C:14]([CH2:17][CH2:18][S:19]([N:22]2[CH2:42][CH2:41][C:25]3([N:29]=[C:28]([C:30]4[CH:35]=[CH:34][C:33]([C:36]([F:39])([F:38])[F:37])=[CH:32][CH:31]=4)[NH:27][C:26]3=[O:40])[CH2:24][CH2:23]2)(=[O:21])=[O:20])=[C:13]([CH3:43])[CH:12]=1)(=O)C. The catalyst is CO. The product is [OH:47][C@H:8]([CH2:7][OH:6])[CH2:9][NH:10][C:11]1[CH:16]=[CH:15][C:14]([CH2:17][CH2:18][S:19]([N:22]2[CH2:23][CH2:24][C:25]3([N:29]=[C:28]([C:30]4[CH:35]=[CH:34][C:33]([C:36]([F:39])([F:38])[F:37])=[CH:32][CH:31]=4)[NH:27][C:26]3=[O:40])[CH2:41][CH2:42]2)(=[O:21])=[O:20])=[C:13]([CH3:43])[CH:12]=1. The yield is 0.910. (2) The reactants are [C:1](=[O:8])([O-])[O:2][C:3]([CH3:6])([CH3:5])[CH3:4].[Si:9]([O:16][C@H:17]([C:31]1[CH:36]=[CH:35][CH:34]=[C:33]([Cl:37])[CH:32]=1)[C@@H:18]1[NH:22][CH:21]([CH2:23][C:24]2[CH:30]=[CH:29][C:27]([NH2:28])=[CH:26][CH:25]=2)[CH2:20][CH2:19]1)([C:12]([CH3:15])([CH3:14])[CH3:13])([CH3:11])[CH3:10]. No catalyst specified. The product is [NH2:28][C:27]1[CH:26]=[CH:25][C:24]([CH2:23][CH:21]2[CH2:20][CH2:19][C@H:18]([C@H:17]([O:16][Si:9]([C:12]([CH3:13])([CH3:15])[CH3:14])([CH3:10])[CH3:11])[C:31]3[CH:36]=[CH:35][CH:34]=[C:33]([Cl:37])[CH:32]=3)[N:22]2[C:1]([O:2][C:3]([CH3:6])([CH3:5])[CH3:4])=[O:8])=[CH:30][CH:29]=1. The yield is 0.780. (3) The reactants are [CH2:1]([O:4]N1C(=O)N2C[C@H]1C(C)=C[C@H]2CO[Si](C(C)(C)C)(C)C)C=C.[CH2:24]([O:27][NH:28][C@@H:29]1[C:34]([C:35]([NH:37][CH3:38])=[O:36])=[CH:33][C@@H:32]([CH2:39][O:40][CH3:41])[NH:31][CH2:30]1)[CH:25]=[CH2:26]. No catalyst specified. The product is [CH2:24]([O:27][N:28]1[C:1](=[O:4])[N:31]2[CH2:30][C@H:29]1[C:34]([C:35]([NH:37][CH3:38])=[O:36])=[CH:33][C@H:32]2[CH2:39][O:40][CH3:41])[CH:25]=[CH2:26]. The yield is 0.680. (4) The reactants are [Cl:1][C:2]1[N:7]=[C:6]([N:8]2[C@@H:12]3[CH2:13][CH2:14][CH2:15][CH2:16][C@@H:11]3[N:10]([C:17]([O:19][C:20]([CH3:23])([CH3:22])[CH3:21])=[O:18])[CH2:9]2)[C:5]([F:24])=[CH:4][C:3]=1[C:25]([O:27]C(C)C)=[O:26].CO.[OH-].[Li+].Cl. The catalyst is C1COCC1.CCOC(C)=O.O. The product is [C:20]([O:19][C:17]([N:10]1[C@H:11]2[CH2:16][CH2:15][CH2:14][CH2:13][C@H:12]2[N:8]([C:6]2[C:5]([F:24])=[CH:4][C:3]([C:25]([OH:27])=[O:26])=[C:2]([Cl:1])[N:7]=2)[CH2:9]1)=[O:18])([CH3:23])([CH3:21])[CH3:22]. The yield is 0.930.